This data is from Aqueous solubility values for 9,982 compounds from the AqSolDB database. The task is: Regression/Classification. Given a drug SMILES string, predict its absorption, distribution, metabolism, or excretion properties. Task type varies by dataset: regression for continuous measurements (e.g., permeability, clearance, half-life) or binary classification for categorical outcomes (e.g., BBB penetration, CYP inhibition). For this dataset (solubility_aqsoldb), we predict Y. The molecule is CC(C)COC(=O)C1CCCCC1C(=O)OCC(C)C. The Y is -4.19 log mol/L.